From a dataset of Reaction yield outcomes from USPTO patents with 853,638 reactions. Predict the reaction yield, written as a fraction of the theoretical maximum amount of product (1.0 means a 100% yield; for example, 0.34 means a 34% yield). (1) The reactants are [CH3:1][O:2][C:3]1[S:7][C:6]([CH2:8][C:9]2[CH:14]=[CH:13][C:12]([NH2:15])=[CH:11][CH:10]=2)=[CH:5][CH:4]=1.S(O)(O)(=O)=O.Cl[C:22]1[NH:23][CH2:24][CH2:25][N:26]=1. The catalyst is C(#N)C.ClCCl. The product is [CH3:1][O:2][C:3]1[S:7][C:6]([CH2:8][C:9]2[CH:10]=[CH:11][C:12]([NH:15][C:22]3[NH:26][CH2:25][CH2:24][N:23]=3)=[CH:13][CH:14]=2)=[CH:5][CH:4]=1. The yield is 0.700. (2) The reactants are Cl[C:2]1[C:7]([N+:8]([O-:10])=[O:9])=[CH:6][CH:5]=[CH:4][C:3]=1[N+:11]([O-:13])=[O:12].[C:14]([O:18][C:19]([N:21]1[CH2:26][CH2:25][NH:24][CH2:23][CH2:22]1)=[O:20])([CH3:17])([CH3:16])[CH3:15].C([O-])([O-])=O.[K+].[K+]. The catalyst is C(#N)C. The product is [C:14]([O:18][C:19]([N:21]1[CH2:26][CH2:25][N:24]([C:2]2[C:7]([N+:8]([O-:10])=[O:9])=[CH:6][CH:5]=[CH:4][C:3]=2[N+:11]([O-:13])=[O:12])[CH2:23][CH2:22]1)=[O:20])([CH3:17])([CH3:15])[CH3:16]. The yield is 0.850. (3) The reactants are [OH:1][C:2]1[CH:7]=[CH:6][C:5]([C:8]2[CH:9]=[C:10]3[C:15](=[CH:16][CH:17]=2)[N:14]=[C:13]([C:18]([O:20][CH3:21])=[O:19])[CH:12]=[CH:11]3)=[CH:4][CH:3]=1.C1(P(C2C=CC=CC=2)C2C=CC=CC=2)C=CC=CC=1.[Cl:41][C:42]1[CH:47]=[CH:46][CH:45]=[C:44]([Cl:48])[C:43]=1[C:49]1[C:53]([CH2:54]O)=[C:52]([C@@H:56]([CH3:59])[CH2:57][CH3:58])[O:51][N:50]=1.N(C(OC(C)C)=O)=NC(OC(C)C)=O. The catalyst is ClCCl. The product is [Cl:48][C:44]1[CH:45]=[CH:46][CH:47]=[C:42]([Cl:41])[C:43]=1[C:49]1[C:53]([CH2:54][O:1][C:2]2[CH:7]=[CH:6][C:5]([C:8]3[CH:9]=[C:10]4[C:15](=[CH:16][CH:17]=3)[N:14]=[C:13]([C:18]([O:20][CH3:21])=[O:19])[CH:12]=[CH:11]4)=[CH:4][CH:3]=2)=[C:52]([C@@H:56]([CH3:59])[CH2:57][CH3:58])[O:51][N:50]=1. The yield is 0.420. (4) The reactants are [Si:1]([O:8][CH:9]([C:33]([CH3:36])([CH3:35])[CH3:34])[CH2:10][O:11][C:12]1[CH:17]=[CH:16][C:15]([C:18]([C:23]2[CH:28]=[CH:27][C:26]([CH2:29][OH:30])=[C:25]([CH3:31])[CH:24]=2)([CH2:21][CH3:22])[CH2:19][CH3:20])=[CH:14][C:13]=1[CH3:32])([C:4]([CH3:7])([CH3:6])[CH3:5])([CH3:3])[CH3:2].C[N+]1([O-])CCOCC1. The catalyst is C(Cl)Cl.CCC[N+](CCC)(CCC)CCC.[O-][Ru](=O)(=O)=O. The product is [Si:1]([O:8][CH:9]([C:33]([CH3:34])([CH3:35])[CH3:36])[CH2:10][O:11][C:12]1[CH:17]=[CH:16][C:15]([C:18]([C:23]2[CH:28]=[CH:27][C:26]([CH:29]=[O:30])=[C:25]([CH3:31])[CH:24]=2)([CH2:19][CH3:20])[CH2:21][CH3:22])=[CH:14][C:13]=1[CH3:32])([C:4]([CH3:5])([CH3:7])[CH3:6])([CH3:2])[CH3:3]. The yield is 0.830. (5) The reactants are Cl[C:2]1[N:7]=[C:6]([CH2:8][CH2:9][C:10]2[CH:15]=[CH:14][CH:13]=[CH:12][C:11]=2[C:16]2([C:19]([NH2:21])=[O:20])[CH2:18][CH2:17]2)[C:5]([Cl:22])=[CH:4][N:3]=1.C([O-])([O-])=O.[Cs+].[Cs+].[CH:29]1[N:33]=[C:32]([NH2:34])[O:31][CH:30]=1.CC1(C)C2C(=C(P(C3C=CC=CC=3)C3C=CC=CC=3)C=CC=2)OC2C(P(C3C=CC=CC=3)C3C=CC=CC=3)=CC=CC1=2. The catalyst is O1CCOCC1.C1CCCCC1.CC(C)=O. The product is [Cl:22][C:5]1[C:6]([CH2:8][CH2:9][C:10]2[CH:15]=[CH:14][CH:13]=[CH:12][C:11]=2[C:16]2([C:19]([NH2:21])=[O:20])[CH2:18][CH2:17]2)=[N:7][C:2]([NH:34][C:32]2[O:31][CH:30]=[CH:29][N:33]=2)=[N:3][CH:4]=1. The yield is 0.0600. (6) The reactants are [C:1]([O:5][C:6]([N:8]1[C:16]2[C:11](=[CH:12][C:13]([OH:17])=[CH:14][CH:15]=2)[CH:10]=[C:9]1[C:18]1[C:19]2[S:32][CH:31]=[CH:30][C:20]=2[N:21]([C:23]([O:25][C:26]([CH3:29])([CH3:28])[CH3:27])=[O:24])[N:22]=1)=[O:7])([CH3:4])([CH3:3])[CH3:2].C(=O)([O-])[O-].[Cs+].[Cs+].[Br:39][CH2:40][CH2:41][CH2:42]Br. No catalyst specified. The product is [C:1]([O:5][C:6]([N:8]1[C:16]2[C:11](=[CH:12][C:13]([O:17][CH2:42][CH2:41][CH2:40][Br:39])=[CH:14][CH:15]=2)[CH:10]=[C:9]1[C:18]1[C:19]2[S:32][CH:31]=[CH:30][C:20]=2[N:21]([C:23]([O:25][C:26]([CH3:29])([CH3:28])[CH3:27])=[O:24])[N:22]=1)=[O:7])([CH3:4])([CH3:2])[CH3:3]. The yield is 0.420. (7) The reactants are [CH3:1][O-:2].[Na+].Cl[C:5]1[C:10]([N+:11]([O-:13])=[O:12])=[CH:9][CH:8]=[CH:7][N:6]=1. The catalyst is CO. The product is [CH3:1][O:2][C:5]1[C:10]([N+:11]([O-:13])=[O:12])=[CH:9][CH:8]=[CH:7][N:6]=1. The yield is 0.900. (8) The reactants are [C:1]1([C:7]2[CH:15]=[CH:14][CH:13]=[C:12]3[C:8]=2[C:9]2[CH:19]=[CH:18][CH:17]=[N:16][C:10]=2[NH:11]3)[CH:6]=[CH:5][CH:4]=[CH:3][CH:2]=1.[CH:20]1([NH:23][S:24](C2C=C(B(O)O)C=CC=2)(=[O:26])=[O:25])[CH2:22][CH2:21]1. No catalyst specified. The product is [CH:20]1([NH:23][S:24]([C:5]2[CH:4]=[CH:3][CH:2]=[C:1]([C:7]3[CH:15]=[CH:14][CH:13]=[C:12]4[C:8]=3[C:9]3[CH:19]=[CH:18][CH:17]=[N:16][C:10]=3[NH:11]4)[CH:6]=2)(=[O:26])=[O:25])[CH2:22][CH2:21]1. The yield is 0.190. (9) The reactants are [CH3:1][O:2][C:3]1[CH:4]=[C:5]2[C:10](=[CH:11][C:12]=1[O:13][CH3:14])[N:9]=[CH:8][N:7]=[C:6]2[O:15][C:16]1[C:17]([F:23])=[C:18]([CH:20]=[CH:21][CH:22]=1)[NH2:19].[F:24][C:25]([F:45])([F:44])[C:26]([C:29]1[O:33][N:32]=[C:31]([NH:34][C:35](=O)[O:36]C2C=CC=CC=2)[CH:30]=1)([CH3:28])[CH3:27].FC(F)(F)C(C1ON=C(NC(=O)[O-])C=1)(C)C. The catalyst is C1COCC1.CN(C)C1C=CN=CC=1. The product is [CH3:1][O:2][C:3]1[CH:4]=[C:5]2[C:10](=[CH:11][C:12]=1[O:13][CH3:14])[N:9]=[CH:8][N:7]=[C:6]2[O:15][C:16]1[C:17]([F:23])=[C:18]([NH:19][C:35]([NH:34][C:31]2[CH:30]=[C:29]([C:26]([CH3:28])([CH3:27])[C:25]([F:45])([F:44])[F:24])[O:33][N:32]=2)=[O:36])[CH:20]=[CH:21][CH:22]=1. The yield is 0.540.